This data is from Catalyst prediction with 721,799 reactions and 888 catalyst types from USPTO. The task is: Predict which catalyst facilitates the given reaction. (1) Reactant: [Al+3].[Cl-].[Cl-].[Cl-].C(NB)(C)(C)C.[CH2:11]([N:18]1[CH2:26][CH:25]2[CH:21]([C:22](=O)[C:23]3[S:29][CH:28]=[CH:27][C:24]=32)[CH2:20][CH2:19]1)[C:12]1[CH:17]=[CH:16][CH:15]=[CH:14][CH:13]=1.[Al+3].[Cl-].[Cl-].[Cl-].B.Cl.[OH-].[Na+]. Product: [CH2:11]([N:18]1[CH2:26][CH:25]2[CH:21]([CH2:22][C:23]3[S:29][CH:28]=[CH:27][C:24]=32)[CH2:20][CH2:19]1)[C:12]1[CH:13]=[CH:14][CH:15]=[CH:16][CH:17]=1. The catalyst class is: 2. (2) Reactant: [F:1][C:2]1([F:32])[CH2:4][CH:3]1[CH2:5][O:6][C:7]1[CH:12]=[CH:11][C:10]([S:13]([CH2:16][CH3:17])(=[O:15])=[O:14])=[CH:9][C:8]=1[C:18]1[C:19]2[CH:28]=[C:27]([C:29](O)=[O:30])[NH:26][C:20]=2[C:21](=[O:25])[N:22]([CH3:24])[CH:23]=1.C(Cl)(=O)C(Cl)=O.[F:39][C:40]([F:44])([F:43])[CH2:41][NH2:42]. Product: [F:1][C:2]1([F:32])[CH2:4][CH:3]1[CH2:5][O:6][C:7]1[CH:12]=[CH:11][C:10]([S:13]([CH2:16][CH3:17])(=[O:14])=[O:15])=[CH:9][C:8]=1[C:18]1[C:19]2[CH:28]=[C:27]([C:29]([NH:42][CH2:41][C:40]([F:44])([F:43])[F:39])=[O:30])[NH:26][C:20]=2[C:21](=[O:25])[N:22]([CH3:24])[CH:23]=1. The catalyst class is: 120. (3) Reactant: [NH2:1][CH:2]1[CH2:7][CH2:6][N:5]([CH2:8][CH2:9][N:10]2[C:19]3[C:14](=[CH:15][CH:16]=[C:17]([O:20][CH3:21])[CH:18]=3)[N:13]=[CH:12][C:11]2=[O:22])[CH2:4][CH2:3]1.[S:23]1[CH:27]=[CH:26][CH:25]=[C:24]1[C:28]1[O:32][N:31]=[C:30]([CH:33]=O)[CH:29]=1.C(O[BH-](OC(=O)C)OC(=O)C)(=O)C.[Na+].C(=O)([O-])O.[Na+]. The catalyst class is: 671. Product: [CH3:21][O:20][C:17]1[CH:18]=[C:19]2[C:14]([N:13]=[CH:12][C:11](=[O:22])[N:10]2[CH2:9][CH2:8][N:5]2[CH2:4][CH2:3][CH:2]([NH:1][CH2:33][C:30]3[CH:29]=[C:28]([C:24]4[S:23][CH:27]=[CH:26][CH:25]=4)[O:32][N:31]=3)[CH2:7][CH2:6]2)=[CH:15][CH:16]=1. (4) Reactant: [F:1][C:2]1[CH:3]=[C:4]([CH:20]=[CH:21][C:22]=1[NH:23][C:24]([NH:26][C:27]1[CH:32]=[CH:31][CH:30]=[C:29]([CH3:33])[CH:28]=1)=[O:25])[O:5][C:6]1[CH:11]=[CH:10][N:9]=[C:8]([C:12]2[NH:16][CH:15]=[C:14]([C:17](O)=[O:18])[CH:13]=2)[CH:7]=1.CN(C(ON1N=NC2C=CC=NC1=2)=[N+](C)C)C.F[P-](F)(F)(F)(F)F.C(N(CC)C(C)C)(C)C.Cl.[CH3:68][O:69][C:70](=[O:82])[C@H:71]([CH2:73][CH2:74][C:75]([O:77][C:78]([CH3:81])([CH3:80])[CH3:79])=[O:76])[NH2:72].Cl. Product: [F:1][C:2]1[CH:3]=[C:4]([CH:20]=[CH:21][C:22]=1[NH:23][C:24]([NH:26][C:27]1[CH:32]=[CH:31][CH:30]=[C:29]([CH3:33])[CH:28]=1)=[O:25])[O:5][C:6]1[CH:11]=[CH:10][N:9]=[C:8]([C:12]2[NH:16][CH:15]=[C:14]([C:17]([NH:72][C@@H:71]([CH2:73][CH2:74][C:75]([O:77][C:78]([CH3:79])([CH3:81])[CH3:80])=[O:76])[C:70]([O:69][CH3:68])=[O:82])=[O:18])[CH:13]=2)[CH:7]=1. The catalyst class is: 18. (5) Reactant: [OH:1][CH2:2][CH:3]1[CH2:7][O:6][C:5]2([CH2:12][CH2:11][N:10]([CH2:13][CH2:14][C:15]3[CH:20]=[CH:19][CH:18]=[CH:17][CH:16]=3)[CH2:9][CH2:8]2)[O:4]1.[Cl:21][C:22]1[CH:27]=[C:26]([Br:28])[CH:25]=[CH:24][C:23]=1O.CC1C=CC(S(O)(=O)=O)=CC=1. Product: [Br:28][C:26]1[CH:25]=[CH:24][C:23]([O:1][CH2:2][CH:3]2[CH2:7][O:6][C:5]3([CH2:8][CH2:9][N:10]([CH2:13][CH2:14][C:15]4[CH:16]=[CH:17][CH:18]=[CH:19][CH:20]=4)[CH2:11][CH2:12]3)[O:4]2)=[C:22]([Cl:21])[CH:27]=1. The catalyst class is: 11. (6) Reactant: [CH3:1][C:2]1[CH:10]=[CH:9][C:5]([C:6]([OH:8])=O)=[CH:4][C:3]=1[C:11]1[CH:22]=[N:21][C:14]2[N:15]=[C:16]([NH:19][CH3:20])[N:17]=[CH:18][C:13]=2[CH:12]=1.O=S(Cl)Cl.[CH3:27][N:28]([CH3:45])[CH2:29][CH2:30][CH2:31][N:32]([CH3:44])[C:33]1[C:34]([NH2:43])=[CH:35][C:36]([C:39]([F:42])([F:41])[F:40])=[CH:37][CH:38]=1.C([O-])(O)=O.[Na+]. Product: [CH3:45][N:28]([CH3:27])[CH2:29][CH2:30][CH2:31][N:32]([CH3:44])[C:33]1[CH:38]=[CH:37][C:36]([C:39]([F:42])([F:40])[F:41])=[CH:35][C:34]=1[NH:43][C:6](=[O:8])[C:5]1[CH:9]=[CH:1][C:2]([CH3:10])=[C:3]([C:11]2[CH:22]=[N:21][C:14]3[N:15]=[C:16]([NH:19][CH3:20])[N:17]=[CH:18][C:13]=3[CH:12]=2)[CH:4]=1. The catalyst class is: 22.